Dataset: Full USPTO retrosynthesis dataset with 1.9M reactions from patents (1976-2016). Task: Predict the reactants needed to synthesize the given product. (1) Given the product [Br:1][C:2]1[CH:3]=[C:4]([C@H:8]2[CH2:9][C:10](=[O:11])[O:16][C:15]3[CH:24]=[CH:25][CH:26]=[CH:27][C:14]=3[CH2:13]2)[CH:5]=[CH:6][CH:7]=1, predict the reactants needed to synthesize it. The reactants are: [Br:1][C:2]1[CH:3]=[C:4](/[CH:8]=[CH:9]/[CH:10]=[O:11])[CH:5]=[CH:6][CH:7]=1.Br[CH2:13][C:14]1[CH:27]=[CH:26][CH:25]=[CH:24][C:15]=1[O:16][Si](C(C)(C)C)(C)C. (2) Given the product [Br:3][CH2:4][CH2:5][CH2:6][CH2:7][CH2:8][CH2:9][CH2:10][CH2:11][O:12][CH2:13][C:14]1[S:15][C:16](=[C:19]2[S:23][CH:22]=[CH:21][S:20]2)[S:17][CH:18]=1, predict the reactants needed to synthesize it. The reactants are: [H-].[Na+].[Br:3][CH2:4][CH2:5][CH2:6][CH2:7][CH2:8][CH2:9][CH2:10][CH2:11][O:12][CH2:13][C:14]1[S:15][C:16](=[C:19]2[S:23][CH:22]=[CH:21][S:20]2)[S:17][CH:18]=1.C(Br)C#C.C1CCN2C(=NCCC2)CC1. (3) Given the product [O:20]1[CH:21]=[CH:22][CH:23]=[C:19]1[C:4]1[N:3]=[C:2]([NH2:1])[N:7]=[C:6]([NH:33][CH2:32][CH2:31][NH:30][C:24]2[CH:29]=[CH:28][CH:27]=[CH:26][CH:25]=2)[C:5]=1[N+:16]([O-:18])=[O:17], predict the reactants needed to synthesize it. The reactants are: [NH2:1][C:2]1[N:7]=[C:6](OS(C(F)(F)F)(=O)=O)[C:5]([N+:16]([O-:18])=[O:17])=[C:4]([C:19]2[O:20][CH:21]=[CH:22][CH:23]=2)[N:3]=1.[C:24]1([NH:30][CH2:31][CH2:32][NH2:33])[CH:29]=[CH:28][CH:27]=[CH:26][CH:25]=1. (4) Given the product [C:13]1([S:10]([C:7]2[CH:8]=[CH:9][C:4]([CH2:1][CH2:2][CH3:3])=[C:5]([S:19]([NH:22][CH:23]3[CH2:24][CH2:25][NH:26][CH2:27][CH2:28]3)(=[O:20])=[O:21])[CH:6]=2)(=[O:11])=[O:12])[CH:18]=[CH:17][CH:16]=[CH:15][CH:14]=1, predict the reactants needed to synthesize it. The reactants are: [CH2:1]([C:4]1[CH:9]=[CH:8][C:7]([S:10]([C:13]2[CH:18]=[CH:17][CH:16]=[CH:15][CH:14]=2)(=[O:12])=[O:11])=[CH:6][C:5]=1[S:19]([NH:22][CH:23]1[CH2:28][CH2:27][N:26](C(OC(C)(C)C)=O)[CH2:25][CH2:24]1)(=[O:21])=[O:20])[CH2:2][CH3:3].Cl. (5) Given the product [C:20]([NH:19][C:18](=[O:24])[CH2:17][N:16]1[C:14](=[O:15])[C:13]2[C:12](=[CH:28][CH:27]=[C:26]([N:29]3[CH2:35][CH2:34][CH2:33][N:32]([CH:36]([CH3:38])[CH3:37])[CH2:31][CH2:30]3)[CH:25]=2)[N:11]=[C:5]1[C:4]1[CH:8]=[CH:9][CH:10]=[C:2]([F:1])[CH:3]=1)([CH3:23])([CH3:22])[CH3:21], predict the reactants needed to synthesize it. The reactants are: [F:1][C:2]1[CH:3]=[C:4]([CH:8]=[CH:9][CH:10]=1)[C:5](Cl)=O.[NH2:11][C:12]1[CH:28]=[CH:27][C:26]([N:29]2[CH2:35][CH2:34][CH2:33][N:32]([CH:36]([CH3:38])[CH3:37])[CH2:31][CH2:30]2)=[CH:25][C:13]=1[C:14]([NH:16][CH2:17][C:18](=[O:24])[NH:19][C:20]([CH3:23])([CH3:22])[CH3:21])=[O:15].C(N(CC)CC)C.C[Si](Cl)(C)C.